Dataset: Forward reaction prediction with 1.9M reactions from USPTO patents (1976-2016). Task: Predict the product of the given reaction. (1) Given the reactants [C:1]([O:4][CH2:5][C:6]1[C:11]([C:12]2[CH:17]=[CH:16][N:15]=[C:14]([NH2:18])[C:13]=2[NH2:19])=[CH:10][CH:9]=[CH:8][C:7]=1[N:20]1[CH2:29][CH2:28][C:27]2[C:22](=[CH:23][CH:24]=[C:25]([CH:30]3[CH2:32][CH2:31]3)[CH:26]=2)[C:21]1=[O:33])(=[O:3])[CH3:2].[CH3:34][N:35]1[CH:39]=[C:38]([CH:40]=O)[CH:37]=[N:36]1.CN(C=O)C.O.C1(C)C=CC(S(O)(=O)=O)=CC=1, predict the reaction product. The product is: [C:1]([O:4][CH2:5][C:6]1[C:11]([C:12]2[CH:17]=[CH:16][N:15]=[C:14]3[NH:18][C:40]([C:38]4[CH:37]=[N:36][N:35]([CH3:34])[CH:39]=4)=[N:19][C:13]=23)=[CH:10][CH:9]=[CH:8][C:7]=1[N:20]1[CH2:29][CH2:28][C:27]2[C:22](=[CH:23][CH:24]=[C:25]([CH:30]3[CH2:32][CH2:31]3)[CH:26]=2)[C:21]1=[O:33])(=[O:3])[CH3:2]. (2) Given the reactants [NH2:1][C:2]1[CH:3]=[C:4]([CH:8]([NH:48][C:49](=[O:55])[O:50][C:51]([CH3:54])([CH3:53])[CH3:52])[CH2:9][N:10]2[C:15](=[O:16])[C:14]3[C:17]4([O:33][CH2:34][C:13]=3[N:12]([CH2:35][C:36]3[C:41]([C:42]([F:45])([F:44])[F:43])=[CH:40][CH:39]=[CH:38][C:37]=3[F:46])[C:11]2=[O:47])[CH2:22][CH2:21][N:20]([CH2:23][C:24]2[O:25][C:26]([C:29]([F:32])([F:31])[F:30])=[CH:27][CH:28]=2)[CH2:19][CH2:18]4)[CH:5]=[CH:6][CH:7]=1.C1N=C[N:58]([C:61](N2C=NC=C2)=[O:62])C=1.C(N(CC)CC)C.[CH3:75][O:76]N.Cl.C(=O)(O)[O-].[Na+], predict the reaction product. The product is: [F:46][C:37]1[CH:38]=[CH:39][CH:40]=[C:41]([C:42]([F:45])([F:44])[F:43])[C:36]=1[CH2:35][N:12]1[C:13]2[CH2:34][O:33][C:17]3([CH2:22][CH2:21][N:20]([CH2:23][C:24]4[O:25][C:26]([C:29]([F:30])([F:31])[F:32])=[CH:27][CH:28]=4)[CH2:19][CH2:18]3)[C:14]=2[C:15](=[O:16])[N:10]([CH2:9][CH:8]([NH:48][C:49](=[O:55])[O:50][C:51]([CH3:52])([CH3:54])[CH3:53])[C:4]2[CH:5]=[CH:6][CH:7]=[C:2]([NH:1][C:61]([NH:58][O:76][CH3:75])=[O:62])[CH:3]=2)[C:11]1=[O:47]. (3) Given the reactants [O:1]=[C:2]1[NH:7][N:6]=[C:5]([C:8]2[CH:9]=[C:10]([CH:13]=[CH:14][CH:15]=2)[C:11]#[N:12])[CH:4]=[CH:3]1.C1(P(C2C=CC=CC=2)C2C=CC=CC=2)C=CC=CC=1.[CH3:35][N:36]([CH3:55])[CH2:37][CH2:38][CH2:39][O:40][C:41]1[CH:42]=[N:43][C:44]([C:47]2[CH:48]=[C:49]([CH2:53]O)[CH:50]=[CH:51][CH:52]=2)=[N:45][CH:46]=1.N(C(OC(C)C)=O)=NC(OC(C)C)=O.Cl, predict the reaction product. The product is: [CH3:55][N:36]([CH3:35])[CH2:37][CH2:38][CH2:39][O:40][C:41]1[CH:46]=[N:45][C:44]([C:47]2[CH:48]=[C:49]([CH:50]=[CH:51][CH:52]=2)[CH2:53][N:7]2[C:2](=[O:1])[CH:3]=[CH:4][C:5]([C:8]3[CH:9]=[C:10]([CH:13]=[CH:14][CH:15]=3)[C:11]#[N:12])=[N:6]2)=[N:43][CH:42]=1. (4) Given the reactants C[S-].[Na+].C[O:5][C:6]1[C:7]([CH:16]2[CH2:21][C:20]([CH3:35])([S:22]([C:25]3[CH:30]=[CH:29][CH:28]=[C:27]([C:31]([F:34])([F:33])[F:32])[CH:26]=3)(=[O:24])=[O:23])[CH2:19][CH2:18][O:17]2)=[N:8][CH:9]=[C:10]([S:12]([CH3:15])(=[O:14])=[O:13])[CH:11]=1.O.Cl, predict the reaction product. The product is: [CH3:35][C:20]1([S:22]([C:25]2[CH:30]=[CH:29][CH:28]=[C:27]([C:31]([F:34])([F:32])[F:33])[CH:26]=2)(=[O:23])=[O:24])[CH2:19][CH2:18][O:17][CH:16]([C:7]2[C:6]([OH:5])=[CH:11][C:10]([S:12]([CH3:15])(=[O:13])=[O:14])=[CH:9][N:8]=2)[CH2:21]1. (5) Given the reactants C1C(=O)N([Br:8])C(=O)C1.[CH3:9][O:10][C:11](=[O:20])[CH2:12][CH2:13][CH2:14][C:15]1[S:16][CH:17]=[CH:18][CH:19]=1.C(OP(CCCCC1C=CSC=1Br)(=O)OCC)C, predict the reaction product. The product is: [CH3:9][O:10][C:11](=[O:20])[CH2:12][CH2:13][CH2:14][C:15]1[S:16][C:17]([Br:8])=[CH:18][CH:19]=1. (6) The product is: [Cl:11][C:12]1[N:17]=[C:16]([NH:10][C@H:8]([C:5]2[CH:4]=[CH:3][C:2]([F:1])=[CH:7][N:6]=2)[CH3:9])[CH:15]=[CH:14][N:13]=1. Given the reactants [F:1][C:2]1[CH:3]=[CH:4][C:5]([C@@H:8]([NH2:10])[CH3:9])=[N:6][CH:7]=1.[Cl:11][C:12]1[N:17]=[C:16](Cl)[CH:15]=[CH:14][N:13]=1.C(N(CC)CC)C, predict the reaction product. (7) Given the reactants [CH3:1][C:2]1([CH3:9])[O:6][CH2:5][CH:4]([CH2:7]O)[CH2:3]1.C(Br)(Br)(Br)[Br:11].C1(P(C2C=CC=CC=2)C2C=CC=CC=2)C=CC=CC=1, predict the reaction product. The product is: [Br:11][CH2:7][CH:4]1[CH2:5][O:6][C:2]([CH3:9])([CH3:1])[CH2:3]1. (8) The product is: [CH3:24][S:25]([O:1][CH:2]1[CH2:3][CH:4]2[N:9]([C:10]([O:12][C:13]([CH3:16])([CH3:15])[CH3:14])=[O:11])[CH:7]([CH2:6][CH2:5]2)[CH2:8]1)(=[O:27])=[O:26]. Given the reactants [OH:1][CH:2]1[CH2:8][CH:7]2[N:9]([C:10]([O:12][C:13]([CH3:16])([CH3:15])[CH3:14])=[O:11])[CH:4]([CH2:5][CH2:6]2)[CH2:3]1.C(N(CC)CC)C.[CH3:24][S:25](Cl)(=[O:27])=[O:26], predict the reaction product.